From a dataset of Full USPTO retrosynthesis dataset with 1.9M reactions from patents (1976-2016). Predict the reactants needed to synthesize the given product. (1) Given the product [CH2:25]=[O:26].[C:1]1([OH:21])[CH:6]=[CH:5][CH:4]=[CH:3][CH:2]=1, predict the reactants needed to synthesize it. The reactants are: [C:1]1(C)[CH:6]=[CH:5][C:4](S(O)(=O)=O)=[CH:3][CH:2]=1.C1(S(O)(=O)=[O:21])(C)C=CC=CC1C.C(O)[CH2:25][OH:26]. (2) Given the product [C:1]1([C@H:7]([NH:9][C:10]2[C:19]3[C:14](=[CH:15][C:16]([O:23][CH2:24][CH2:25][N:26]4[CH2:31][CH2:30][N:29]([CH:35]5[CH2:36][O:32][C:33](=[O:37])[CH2:34]5)[CH2:28][CH2:27]4)=[C:17]([N+:20]([O-:22])=[O:21])[CH:18]=3)[N:13]=[CH:12][N:11]=2)[CH3:8])[CH:6]=[CH:5][CH:4]=[CH:3][CH:2]=1, predict the reactants needed to synthesize it. The reactants are: [C:1]1([C@H:7]([NH:9][C:10]2[C:19]3[C:14](=[CH:15][C:16]([O:23][CH2:24][CH2:25][N:26]4[CH2:31][CH2:30][NH:29][CH2:28][CH2:27]4)=[C:17]([N+:20]([O-:22])=[O:21])[CH:18]=3)[N:13]=[CH:12][N:11]=2)[CH3:8])[CH:6]=[CH:5][CH:4]=[CH:3][CH:2]=1.[O:32]1[CH2:36][CH:35]=[CH:34][C:33]1=[O:37]. (3) Given the product [CH2:14]([O:21][C:22]1[C:23]2[C:27](=[CH:26][CH:2]=[CH:25][CH:24]=2)[CH:28]=[CH:29][C:30]=1[CH2:31][CH:32]([OH:42])[CH2:33][O:34][Si:35]([C:38]([CH3:40])([CH3:39])[CH3:41])([CH3:37])[CH3:36])[C:15]1[CH:20]=[CH:19][CH:18]=[CH:17][CH:16]=1, predict the reactants needed to synthesize it. The reactants are: [Si](Cl)(C(C)(C)C)(C)[CH3:2].N1C=CN=C1.[CH2:14]([O:21][C:22]1[C:30]([CH2:31][CH:32]([OH:42])[CH2:33][O:34][Si:35]([C:38]([CH3:41])([CH3:40])[CH3:39])([CH3:37])[CH3:36])=[CH:29][CH:28]=[C:27]2[C:23]=1[CH2:24][CH2:25][CH2:26]2)[C:15]1[CH:20]=[CH:19][CH:18]=[CH:17][CH:16]=1. (4) The reactants are: [F:1][C:2]([F:26])([F:25])[C:3]1[N:8]2[N:9]=[CH:10][C:11]([C:12](O)=O)=[C:7]2[N:6]=[C:5]([C:15]2[CH:20]=[CH:19][C:18]([C:21]([F:24])([F:23])[F:22])=[CH:17][CH:16]=2)[CH:4]=1.[NH2:27][C:28]1[CH:37]=[CH:36][C:31]([C:32]([NH:34][OH:35])=[NH:33])=[CH:30][N:29]=1. Given the product [F:26][C:2]([F:1])([F:25])[C:3]1[N:8]2[N:9]=[CH:10][C:11]([C:12]3[O:35][N:34]=[C:32]([C:31]4[CH:36]=[CH:37][C:28]([NH2:27])=[N:29][CH:30]=4)[N:33]=3)=[C:7]2[N:6]=[C:5]([C:15]2[CH:16]=[CH:17][C:18]([C:21]([F:24])([F:23])[F:22])=[CH:19][CH:20]=2)[CH:4]=1, predict the reactants needed to synthesize it. (5) Given the product [CH2:15]([N:12]([CH2:13][CH3:14])[C:10]([C:9]1[CH:17]=[CH:18][CH:19]=[CH:20][C:8]=1[N:1]1[CH2:6][CH2:5][NH:4][CH2:3][CH2:2]1)=[O:11])[CH3:16], predict the reactants needed to synthesize it. The reactants are: [NH:1]1[CH2:6][CH2:5][NH:4][CH2:3][CH2:2]1.Br[C:8]1[CH:20]=[CH:19][CH:18]=[CH:17][C:9]=1[C:10]([N:12]([CH2:15][CH3:16])[CH2:13][CH3:14])=[O:11].C1C=CC(P(C2C(C3C(P(C4C=CC=CC=4)C4C=CC=CC=4)=CC=C4C=3C=CC=C4)=C3C(C=CC=C3)=CC=2)C2C=CC=CC=2)=CC=1.C(=O)([O-])[O-].[Cs+].[Cs+]. (6) Given the product [Cl:10][C:11]1[S:15][C:14]([C:16]2[C:20]([C:35]3[C:44]4[C:39](=[CH:40][CH:41]=[CH:42][CH:43]=4)[N:38]=[CH:37][CH:36]=3)=[CH:19][N:18]([CH2:30][CH:31]([CH3:32])[CH3:33])[N:17]=2)=[CH:13][CH:12]=1, predict the reactants needed to synthesize it. The reactants are: C(#N)C.C(=O)([O-])[O-].[K+].[K+].[Cl:10][C:11]1[S:15][C:14]([C:16]2[C:20](B3OC(C)(C)C(C)(C)O3)=[CH:19][N:18]([CH2:30][CH:31]([CH3:33])[CH3:32])[N:17]=2)=[CH:13][CH:12]=1.Br[C:35]1[C:44]2[C:39](=[CH:40][CH:41]=[CH:42][CH:43]=2)[N:38]=[CH:37][CH:36]=1. (7) Given the product [Cl:12][C:13]1[CH:37]=[CH:36][C:35]([Cl:38])=[CH:34][C:14]=1[C:15]([C:17]1[CH:33]=[CH:32][C:20]([O:21][C:22]2[CH:27]=[CH:26][C:25]([S:28]([Cl:41])(=[O:30])=[O:29])=[CH:24][CH:23]=2)=[CH:19][CH:18]=1)=[O:16], predict the reactants needed to synthesize it. The reactants are: C(#N)C.S1(CCCC1)(=O)=O.[Na+].[Cl:12][C:13]1[CH:37]=[CH:36][C:35]([Cl:38])=[CH:34][C:14]=1[C:15]([C:17]1[CH:33]=[CH:32][C:20]([O:21][C:22]2[CH:27]=[CH:26][C:25]([S:28]([O-])(=[O:30])=[O:29])=[CH:24][CH:23]=2)=[CH:19][CH:18]=1)=[O:16].P(Cl)(Cl)([Cl:41])=O. (8) Given the product [OH:21][CH:17]([C:13]1[CH:14]=[CH:15][CH:16]=[C:11]([NH:10][CH2:6][C:4]([OH:5])([CH2:7][CH2:8][CH3:9])[CH2:1][CH2:2][CH3:3])[CH:12]=1)[CH2:18][C:19]#[N:20], predict the reactants needed to synthesize it. The reactants are: [CH2:1]([C:4]1([CH2:7][CH2:8][CH3:9])[CH2:6][O:5]1)[CH2:2][CH3:3].[NH2:10][C:11]1[CH:12]=[C:13]([CH:17]([OH:21])[CH2:18][C:19]#[N:20])[CH:14]=[CH:15][CH:16]=1. (9) Given the product [Br:1][C:2]1[CH:24]=[CH:23][C:5]([C:6]2[NH:10][CH:9]=[C:8]([C:14]3[N:15]([CH:20]([CH3:22])[CH3:21])[N:16]=[C:17]([CH3:19])[N:18]=3)[N:7]=2)=[C:4]([F:36])[CH:3]=1, predict the reactants needed to synthesize it. The reactants are: [Br:1][C:2]1[CH:24]=[CH:23][C:5]2[C:6]3[N:10](CCO[C:4]=2[CH:3]=1)[CH:9]=[C:8]([C:14]1[N:15]([CH:20]([CH3:22])[CH3:21])[N:16]=[C:17]([CH3:19])[N:18]=1)[N:7]=3.Cl.BrC1C=CC(C(N)=N)=C([F:36])C=1.C(=O)([O-])O.[K+].BrCC(C1N(C(C)C)N=C(C)N=1)=O.